The task is: Predict which catalyst facilitates the given reaction.. This data is from Catalyst prediction with 721,799 reactions and 888 catalyst types from USPTO. (1) Product: [Br:16][C:12]1[C:13]2[CH:6]([CH3:5])[CH:7]([CH3:15])[C:8](=[O:14])[C:9]=2[S:10][CH:11]=1. Reactant: [Al+3].[Cl-].[Cl-].[Cl-].[CH3:5][CH:6]1[C:13]2[CH:12]=[CH:11][S:10][C:9]=2[C:8](=[O:14])[CH:7]1[CH3:15].[Br:16]Br.Cl. The catalyst class is: 22. (2) Reactant: [CH3:1][NH:2][CH2:3][CH2:4][NH:5][C:6]([C:8]1[C:13]([NH2:14])=[N:12][C:11]([NH2:15])=[C:10]([Cl:16])[N:9]=1)=[O:7].[CH3:17][O:18][C:19](=[O:32])[CH2:20][O:21][C:22]1[CH:27]=[CH:26][C:25]([CH2:28][CH2:29][CH2:30]Br)=[CH:24][CH:23]=1.C(=O)([O-])[O-].[Na+].[Na+]. Product: [CH3:17][O:18][C:19](=[O:32])[CH2:20][O:21][C:22]1[CH:27]=[CH:26][C:25]([CH2:28][CH2:29][CH2:30][N:2]([CH2:3][CH2:4][NH:5][C:6]([C:8]2[C:13]([NH2:14])=[N:12][C:11]([NH2:15])=[C:10]([Cl:16])[N:9]=2)=[O:7])[CH3:1])=[CH:24][CH:23]=1. The catalyst class is: 21. (3) Reactant: [C:1]([O:5][C:6]([NH:8][C@H:9]([C:14]([N:16]1[C@@H:25]([CH2:26][CH3:27])[CH2:24][CH2:23][C@H:17]1[C:18]([O:20]CC)=[O:19])=[O:15])[CH2:10][CH:11]([CH3:13])[CH3:12])=[O:7])([CH3:4])([CH3:3])[CH3:2].[Li+].[OH-]. Product: [C:1]([O:5][C:6]([NH:8][C@H:9]([C:14]([N:16]1[C@@H:25]([CH2:26][CH3:27])[CH2:24][CH2:23][C@H:17]1[C:18]([OH:20])=[O:19])=[O:15])[CH2:10][CH:11]([CH3:13])[CH3:12])=[O:7])([CH3:2])([CH3:3])[CH3:4]. The catalyst class is: 8. (4) The catalyst class is: 9. Reactant: [NH2:1][C:2]1[N:3]=[C:4]2[CH:9]=[CH:8][C:7]([O:10][C:11]3[CH:12]=[C:13]([NH:17][C:18](=[O:29])[C:19]4[CH:24]=[CH:23][CH:22]=[C:21]([C:25]([F:28])([F:27])[F:26])[CH:20]=4)[CH:14]=[CH:15][CH:16]=3)=[N:6][N:5]2[CH:30]=1.C(OC([N:38]1[CH2:42][CH2:41][CH:40]([C:43](O)=[O:44])[CH2:39]1)=O)(C)(C)C.Cl.CN(C)CCCN=C=NCC.ON1C2C=CC=CC=2N=N1.[Cl-].[NH4+].FC(F)(F)C(O)=O.C(=O)([O-])O.[Na+]. Product: [F:26][C:25]([F:28])([F:27])[C:21]1[CH:20]=[C:19]([CH:24]=[CH:23][CH:22]=1)[C:18]([NH:17][C:13]1[CH:12]=[C:11]([CH:16]=[CH:15][CH:14]=1)[O:10][C:7]1[CH:8]=[CH:9][C:4]2[N:5]([CH:30]=[C:2]([NH:1][C:43]([CH:40]3[CH2:41][CH2:42][NH:38][CH2:39]3)=[O:44])[N:3]=2)[N:6]=1)=[O:29]. (5) Reactant: [Cl:1][C:2]1[CH:7]=[CH:6][C:5]([C:8]2[C:12]([CH2:13][CH2:14][C:15](OC)=[O:16])=[CH:11][O:10][N:9]=2)=[CH:4][C:3]=1[F:19].[H-].C([Al+]CC(C)C)C(C)C.Cl. Product: [Cl:1][C:2]1[CH:7]=[CH:6][C:5]([C:8]2[C:12]([CH2:13][CH2:14][CH2:15][OH:16])=[CH:11][O:10][N:9]=2)=[CH:4][C:3]=1[F:19]. The catalyst class is: 7.